From a dataset of Catalyst prediction with 721,799 reactions and 888 catalyst types from USPTO. Predict which catalyst facilitates the given reaction. (1) Reactant: [CH:1]12[NH:8][CH:5]([CH2:6][CH2:7]1)[CH2:4][C:3](=[C:9]([Br:21])[C:10]1[CH:20]=[CH:19][C:13]([C:14]([NH:16][CH2:17][CH3:18])=[O:15])=[CH:12][CH:11]=1)[CH2:2]2.ClCCCl.[N:26]1[CH:31]=[CH:30][CH:29]=[CH:28][C:27]=1[CH:32]=O.C(O[BH-](OC(=O)C)OC(=O)C)(=O)C.[Na+]. Product: [Br:21][C:9](=[C:3]1[CH2:4][CH:5]2[N:8]([CH2:32][C:27]3[CH:28]=[CH:29][CH:30]=[CH:31][N:26]=3)[CH:1]([CH2:7][CH2:6]2)[CH2:2]1)[C:10]1[CH:11]=[CH:12][C:13]([C:14]([NH:16][CH2:17][CH3:18])=[O:15])=[CH:19][CH:20]=1. The catalyst class is: 15. (2) Reactant: Cl.[CH:2]1([N:5]([CH:19]2[CH2:24][CH2:23][NH:22][CH2:21][CH2:20]2)[C:6](=[O:18])[C:7]2[CH:12]=[CH:11][C:10]([C:13]3[O:17][CH:16]=[N:15][CH:14]=3)=[CH:9][CH:8]=2)[CH2:4][CH2:3]1.Cl[C:26]1[S:27][C:28]([C:31]2[CH:36]=[CH:35][CH:34]=[CH:33][CH:32]=2)=[N:29][N:30]=1. Product: [CH:2]1([N:5]([CH:19]2[CH2:24][CH2:23][N:22]([C:26]3[S:27][C:28]([C:31]4[CH:36]=[CH:35][CH:34]=[CH:33][CH:32]=4)=[N:29][N:30]=3)[CH2:21][CH2:20]2)[C:6](=[O:18])[C:7]2[CH:8]=[CH:9][C:10]([C:13]3[O:17][CH:16]=[N:15][CH:14]=3)=[CH:11][CH:12]=2)[CH2:4][CH2:3]1. The catalyst class is: 60. (3) The catalyst class is: 22. Product: [CH3:1][C:2]1[C:3]([O:10][S:20]([C:19]([F:32])([F:31])[F:18])(=[O:22])=[O:21])=[N:4][C:5]([CH3:9])=[CH:6][C:7]=1[O:8][S:20]([C:19]([F:32])([F:31])[F:18])(=[O:22])=[O:21]. Reactant: [CH3:1][C:2]1[C:3]([OH:10])=[N:4][C:5]([CH3:9])=[CH:6][C:7]=1[OH:8].C(N(CC)CC)C.[F:18][C:19]([F:32])([F:31])[S:20](O[S:20]([C:19]([F:32])([F:31])[F:18])(=[O:22])=[O:21])(=[O:22])=[O:21].C(=O)([O-])O.[Na+]. (4) Reactant: C([O:8][C:9]1[CH:38]=[CH:37][C:12]([O:13][CH2:14][C@@H:15]([OH:36])[CH2:16][N:17](CC2C=CC=CC=2)[C@@H:18]([CH2:21][C:22]2[CH:27]=[CH:26][C:25]([OH:28])=[CH:24][CH:23]=2)[CH2:19][OH:20])=[CH:11][C:10]=1[CH2:39][OH:40])C1C=CC=CC=1.[H][H]. Product: [OH:8][C:9]1[CH:38]=[CH:37][C:12]([O:13][CH2:14][C@@H:15]([OH:36])[CH2:16][NH:17][C@@H:18]([CH2:21][C:22]2[CH:23]=[CH:24][C:25]([OH:28])=[CH:26][CH:27]=2)[CH2:19][OH:20])=[CH:11][C:10]=1[CH2:39][OH:40]. The catalyst class is: 43.